This data is from Full USPTO retrosynthesis dataset with 1.9M reactions from patents (1976-2016). The task is: Predict the reactants needed to synthesize the given product. (1) Given the product [N+:24]([C:21]1[CH:22]=[CH:23][C:18]([C:4]2[C:5]3[O:6][C:7]4[CH:13]=[CH:12][CH:11]=[CH:10][C:8]=4[C:9]=3[CH:1]=[CH:2][CH:3]=2)=[CH:19][CH:20]=1)([O-:26])=[O:25], predict the reactants needed to synthesize it. The reactants are: [CH:1]1[C:9]2[C:8]3[CH:10]=[CH:11][CH:12]=[CH:13][C:7]=3[O:6][C:5]=2[C:4](B(O)O)=[CH:3][CH:2]=1.Br[C:18]1[CH:23]=[CH:22][C:21]([N+:24]([O-:26])=[O:25])=[CH:20][CH:19]=1.C(=O)([O-])[O-].[Na+].[Na+]. (2) Given the product [Cl:18][C:19]1[CH:34]=[CH:33][C:22]([O:23][C:24]2[CH:29]=[CH:28][C:27]([CH2:30][CH2:31][NH:32][C:12]3[NH:13][CH:14]=[C:9]([CH2:8][C:5]4[CH:6]=[N:7][C:2]([CH3:1])=[CH:3][CH:4]=4)[C:10](=[O:17])[N:11]=3)=[CH:26][CH:25]=2)=[CH:21][C:20]=1[C:35]([F:36])([F:37])[F:38], predict the reactants needed to synthesize it. The reactants are: [CH3:1][C:2]1[N:7]=[CH:6][C:5]([CH2:8][C:9]2[C:10](=[O:17])[N:11]=[C:12](C)[N:13](S)[CH:14]=2)=[CH:4][CH:3]=1.[Cl:18][C:19]1[CH:34]=[CH:33][C:22]([O:23][C:24]2[CH:29]=[CH:28][C:27]([CH2:30][CH2:31][NH2:32])=[CH:26][CH:25]=2)=[CH:21][C:20]=1[C:35]([F:38])([F:37])[F:36]. (3) Given the product [NH2:1][C:2]1[C:3]([CH2:19][CH2:20][C:21]([OH:23])([CH3:24])[CH3:22])=[CH:4][C:5]([C:9]2[CH:14]=[CH:13][CH:12]=[CH:11][C:10]=2[C:15]([F:16])([F:17])[F:18])=[CH:6][C:7]=1[NH:8][C:68]([C:60]1[CH2:61][C:62]2([CH2:63][CH2:64][CH2:65][CH2:66][CH2:67]2)[O:58][N:59]=1)=[O:69], predict the reactants needed to synthesize it. The reactants are: [NH2:1][C:2]1[C:7]([NH2:8])=[CH:6][C:5]([C:9]2[CH:14]=[CH:13][CH:12]=[CH:11][C:10]=2[C:15]([F:18])([F:17])[F:16])=[CH:4][C:3]=1[CH2:19][CH2:20][C:21]([CH3:24])([OH:23])[CH3:22].C1CN([P+](Br)(N2CCCC2)N2CCCC2)CC1.F[P-](F)(F)(F)(F)F.CCN(C(C)C)C(C)C.[O:58]1[C:62]2([CH2:67][CH2:66][CH2:65][CH2:64][CH2:63]2)[CH2:61][C:60]([C:68](O)=[O:69])=[N:59]1.